Dataset: NCI-60 drug combinations with 297,098 pairs across 59 cell lines. Task: Regression. Given two drug SMILES strings and cell line genomic features, predict the synergy score measuring deviation from expected non-interaction effect. (1) Synergy scores: CSS=53.0, Synergy_ZIP=1.71, Synergy_Bliss=0.607, Synergy_Loewe=-26.7, Synergy_HSA=-0.183. Cell line: 786-0. Drug 1: C1=CC(=C2C(=C1NCCNCCO)C(=O)C3=C(C=CC(=C3C2=O)O)O)NCCNCCO. Drug 2: CC1=C(C=C(C=C1)C(=O)NC2=CC(=CC(=C2)C(F)(F)F)N3C=C(N=C3)C)NC4=NC=CC(=N4)C5=CN=CC=C5. (2) Drug 1: CC1OCC2C(O1)C(C(C(O2)OC3C4COC(=O)C4C(C5=CC6=C(C=C35)OCO6)C7=CC(=C(C(=C7)OC)O)OC)O)O. Drug 2: CC1=C2C(C(=O)C3(C(CC4C(C3C(C(C2(C)C)(CC1OC(=O)C(C(C5=CC=CC=C5)NC(=O)C6=CC=CC=C6)O)O)OC(=O)C7=CC=CC=C7)(CO4)OC(=O)C)O)C)OC(=O)C. Cell line: NCI-H522. Synergy scores: CSS=53.2, Synergy_ZIP=-11.6, Synergy_Bliss=-10.8, Synergy_Loewe=-15.8, Synergy_HSA=-6.22. (3) Drug 1: COC1=CC(=CC(=C1O)OC)C2C3C(COC3=O)C(C4=CC5=C(C=C24)OCO5)OC6C(C(C7C(O6)COC(O7)C8=CC=CS8)O)O. Drug 2: CC1C(C(CC(O1)OC2CC(CC3=C2C(=C4C(=C3O)C(=O)C5=C(C4=O)C(=CC=C5)OC)O)(C(=O)CO)O)N)O.Cl. Cell line: NCIH23. Synergy scores: CSS=55.2, Synergy_ZIP=-11.7, Synergy_Bliss=-9.70, Synergy_Loewe=-7.25, Synergy_HSA=-5.18. (4) Drug 1: CS(=O)(=O)CCNCC1=CC=C(O1)C2=CC3=C(C=C2)N=CN=C3NC4=CC(=C(C=C4)OCC5=CC(=CC=C5)F)Cl. Drug 2: B(C(CC(C)C)NC(=O)C(CC1=CC=CC=C1)NC(=O)C2=NC=CN=C2)(O)O. Cell line: MDA-MB-435. Synergy scores: CSS=60.5, Synergy_ZIP=3.37, Synergy_Bliss=3.12, Synergy_Loewe=-47.9, Synergy_HSA=-1.52. (5) Drug 1: CCCS(=O)(=O)NC1=C(C(=C(C=C1)F)C(=O)C2=CNC3=C2C=C(C=N3)C4=CC=C(C=C4)Cl)F. Drug 2: CCC1(CC2CC(C3=C(CCN(C2)C1)C4=CC=CC=C4N3)(C5=C(C=C6C(=C5)C78CCN9C7C(C=CC9)(C(C(C8N6C)(C(=O)OC)O)OC(=O)C)CC)OC)C(=O)OC)O.OS(=O)(=O)O. Cell line: SK-MEL-2. Synergy scores: CSS=40.9, Synergy_ZIP=7.67, Synergy_Bliss=8.77, Synergy_Loewe=-41.8, Synergy_HSA=6.35. (6) Drug 1: C1=NC2=C(N=C(N=C2N1C3C(C(C(O3)CO)O)O)F)N. Drug 2: CCN(CC)CCNC(=O)C1=C(NC(=C1C)C=C2C3=C(C=CC(=C3)F)NC2=O)C. Cell line: SK-OV-3. Synergy scores: CSS=4.80, Synergy_ZIP=-3.92, Synergy_Bliss=0.625, Synergy_Loewe=-3.24, Synergy_HSA=-2.69.